From a dataset of Full USPTO retrosynthesis dataset with 1.9M reactions from patents (1976-2016). Predict the reactants needed to synthesize the given product. (1) Given the product [CH2:1]([O:3][C:4]([C:6]1[NH:7][C:8]2[C:13]([CH:14]=1)=[C:12]([O:15][C:17]1[CH:22]=[C:21]([CH3:23])[CH:20]=[CH:19][C:18]=1[N+:24]([O-:26])=[O:25])[CH:11]=[CH:10][CH:9]=2)=[O:5])[CH3:2], predict the reactants needed to synthesize it. The reactants are: [CH2:1]([O:3][C:4]([C:6]1[NH:7][C:8]2[C:13]([CH:14]=1)=[C:12]([OH:15])[CH:11]=[CH:10][CH:9]=2)=[O:5])[CH3:2].F[C:17]1[CH:22]=[C:21]([CH3:23])[CH:20]=[CH:19][C:18]=1[N+:24]([O-:26])=[O:25].C(=O)([O-])[O-].[K+].[K+]. (2) Given the product [O:12]=[C:11]1[C:2]2=[N:1][CH:6]=[CH:5][CH:4]=[C:3]2[CH2:7][CH2:8][CH2:9][CH:10]1[CH2:32][CH2:31][C:30]([O:34][CH2:35][CH3:36])=[O:33], predict the reactants needed to synthesize it. The reactants are: [N:1]1[CH:6]=[CH:5][CH:4]=[C:3]2[CH2:7][CH2:8][CH2:9][CH2:10][C:11](=[O:12])[C:2]=12.O.C1(C)C=CC(S(O)(=O)=O)=CC=1.N1CCCC1.[C:30]([O:34][CH2:35][CH3:36])(=[O:33])[CH:31]=[CH2:32].